Dataset: Full USPTO retrosynthesis dataset with 1.9M reactions from patents (1976-2016). Task: Predict the reactants needed to synthesize the given product. Given the product [F:19][C:20]([F:27])([F:26])[C:21]([CH:4]1[CH2:5][CH2:6][O:1][CH2:2][C:3]1=[O:7])=[O:22], predict the reactants needed to synthesize it. The reactants are: [O:1]1[CH2:6][CH2:5][CH:4]=[C:3]([O:7][Si](C)(C)C)[CH2:2]1.C[Li].C(OCC)C.[F:19][C:20]([F:27])([F:26])[C:21](OCC)=[O:22].